This data is from Peptide-MHC class I binding affinity with 185,985 pairs from IEDB/IMGT. The task is: Regression. Given a peptide amino acid sequence and an MHC pseudo amino acid sequence, predict their binding affinity value. This is MHC class I binding data. (1) The peptide sequence is QIVAYFSEF. The MHC is HLA-B08:01 with pseudo-sequence HLA-B08:01. The binding affinity (normalized) is 0.301. (2) The peptide sequence is GPKVKYLYF. The MHC is HLA-B54:01 with pseudo-sequence HLA-B54:01. The binding affinity (normalized) is 0.145. (3) The peptide sequence is ISAEKTPIR. The MHC is HLA-A11:01 with pseudo-sequence HLA-A11:01. The binding affinity (normalized) is 0.196. (4) The peptide sequence is IQVNKGVAY. The MHC is HLA-B07:02 with pseudo-sequence HLA-B07:02. The binding affinity (normalized) is 0.0847. (5) The peptide sequence is RTWFYRTEF. The MHC is HLA-A26:01 with pseudo-sequence HLA-A26:01. The binding affinity (normalized) is 0.0847.